From a dataset of NCI-60 drug combinations with 297,098 pairs across 59 cell lines. Regression. Given two drug SMILES strings and cell line genomic features, predict the synergy score measuring deviation from expected non-interaction effect. Drug 1: CC1C(C(CC(O1)OC2CC(OC(C2O)C)OC3=CC4=CC5=C(C(=O)C(C(C5)C(C(=O)C(C(C)O)O)OC)OC6CC(C(C(O6)C)O)OC7CC(C(C(O7)C)O)OC8CC(C(C(O8)C)O)(C)O)C(=C4C(=C3C)O)O)O)O. Drug 2: C(CN)CNCCSP(=O)(O)O. Cell line: HT29. Synergy scores: CSS=6.26, Synergy_ZIP=1.29, Synergy_Bliss=2.91, Synergy_Loewe=-49.7, Synergy_HSA=-3.26.